From a dataset of TCR-epitope binding with 47,182 pairs between 192 epitopes and 23,139 TCRs. Binary Classification. Given a T-cell receptor sequence (or CDR3 region) and an epitope sequence, predict whether binding occurs between them. The epitope is KAYNVTQAF. The TCR CDR3 sequence is CASKGGPNEQYF. Result: 1 (the TCR binds to the epitope).